From a dataset of Catalyst prediction with 721,799 reactions and 888 catalyst types from USPTO. Predict which catalyst facilitates the given reaction. Reactant: [Cl:1][C:2]1[C:32]([C:33]([F:36])([F:35])[F:34])=[CH:31][CH:30]=[CH:29][C:3]=1[CH2:4][N:5]([CH2:20][CH:21]([OH:28])[C:22]1[CH:27]=[CH:26][CH:25]=[CH:24][CH:23]=1)[CH2:6][CH2:7][CH2:8][O:9][C:10]1[CH:11]=[C:12]([CH2:16][C:17]([OH:19])=[O:18])[CH:13]=[CH:14][CH:15]=1.[C:37](O)(=[O:39])[CH3:38].C1(P(C2C=CC=CC=2)C2C=CC=CC=2)C=CC=CC=1.CC(OC(/N=N/C(OC(C)C)=O)=O)C. Product: [Cl:1][C:2]1[C:32]([C:33]([F:34])([F:35])[F:36])=[CH:31][CH:30]=[CH:29][C:3]=1[CH2:4][N:5]([CH2:20][CH:21]([O:28][C:37](=[O:39])[CH3:38])[C:22]1[CH:23]=[CH:24][CH:25]=[CH:26][CH:27]=1)[CH2:6][CH2:7][CH2:8][O:9][C:10]1[CH:11]=[C:12]([CH2:16][C:17]([OH:19])=[O:18])[CH:13]=[CH:14][CH:15]=1. The catalyst class is: 11.